Regression. Given two drug SMILES strings and cell line genomic features, predict the synergy score measuring deviation from expected non-interaction effect. From a dataset of Merck oncology drug combination screen with 23,052 pairs across 39 cell lines. (1) Drug 1: N.N.O=C(O)C1(C(=O)O)CCC1.[Pt]. Drug 2: COC1CC2CCC(C)C(O)(O2)C(=O)C(=O)N2CCCCC2C(=O)OC(C(C)CC2CCC(OP(C)(C)=O)C(OC)C2)CC(=O)C(C)C=C(C)C(O)C(OC)C(=O)C(C)CC(C)C=CC=CC=C1C. Cell line: T47D. Synergy scores: synergy=-30.6. (2) Drug 1: CC(C)CC(NC(=O)C(Cc1ccccc1)NC(=O)c1cnccn1)B(O)O. Drug 2: CNC(=O)c1cc(Oc2ccc(NC(=O)Nc3ccc(Cl)c(C(F)(F)F)c3)cc2)ccn1. Cell line: A427. Synergy scores: synergy=-0.520.